Dataset: Peptide-MHC class II binding affinity with 134,281 pairs from IEDB. Task: Regression. Given a peptide amino acid sequence and an MHC pseudo amino acid sequence, predict their binding affinity value. This is MHC class II binding data. (1) The MHC is DRB3_0101 with pseudo-sequence DRB3_0101. The binding affinity (normalized) is 0.138. The peptide sequence is YLGLEVLTRARAALT. (2) The peptide sequence is MYRELLELVAADVES. The MHC is HLA-DQA10501-DQB10201 with pseudo-sequence HLA-DQA10501-DQB10201. The binding affinity (normalized) is 0.609. (3) The peptide sequence is VKITDKNYEHIAAYH. The MHC is DRB1_0301 with pseudo-sequence DRB1_0301. The binding affinity (normalized) is 0.239. (4) The peptide sequence is CTGMLKRRLGLMSLS. The MHC is DRB4_0101 with pseudo-sequence DRB4_0103. The binding affinity (normalized) is 0.820. (5) The peptide sequence is SKEHDGECKETVPMN. The MHC is HLA-DPA10201-DPB10501 with pseudo-sequence HLA-DPA10201-DPB10501. The binding affinity (normalized) is 0.149. (6) The peptide sequence is EEALNVALAVVTLLA. The MHC is DRB1_0701 with pseudo-sequence DRB1_0701. The binding affinity (normalized) is 0.431. (7) The peptide sequence is FEALGFLNEDHWASR. The MHC is HLA-DQA10201-DQB10402 with pseudo-sequence HLA-DQA10201-DQB10402. The binding affinity (normalized) is 0.206. (8) The peptide sequence is PLGLLLKNLTTSSYV. The MHC is DRB4_0101 with pseudo-sequence DRB4_0103. The binding affinity (normalized) is 0.389.